Dataset: Forward reaction prediction with 1.9M reactions from USPTO patents (1976-2016). Task: Predict the product of the given reaction. (1) Given the reactants [OH:1][C@H:2]1[CH2:7][CH2:6][C@H:5]([N:8]2[CH2:12][CH2:11][CH2:10][C:9]2=[O:13])[CH2:4][CH2:3]1.C1(P(C2C=CC=CC=2)C2C=CC=CC=2)C=CC=CC=1.[N+:33]([C:36]1[CH:44]=[CH:43][C:39]([C:40](O)=[O:41])=[CH:38][CH:37]=1)([O-:35])=[O:34].N(C(OC(C)C)=O)=NC(OC(C)C)=O, predict the reaction product. The product is: [O:13]=[C:9]1[CH2:10][CH2:11][CH2:12][N:8]1[C@@H:5]1[CH2:4][CH2:3][C@H:2]([O:1][C:40](=[O:41])[C:39]2[CH:38]=[CH:37][C:36]([N+:33]([O-:35])=[O:34])=[CH:44][CH:43]=2)[CH2:7][CH2:6]1. (2) Given the reactants [Cl:1][C:2]1[C:9]([CH3:10])=[C:8]([NH:11][CH2:12][C:13]([CH3:24])([CH3:23])[CH2:14][CH:15](O)[C:16]2[CH:17]=[N:18][CH:19]=[CH:20][CH:21]=2)[CH:7]=[CH:6][C:3]=1[C:4]#[N:5].S(Cl)(C1C=CC(C)=CC=1)(=O)=O, predict the reaction product. The product is: [Cl:1][C:2]1[C:9]([CH3:10])=[C:8]([N:11]2[CH2:12][C:13]([CH3:24])([CH3:23])[CH2:14][CH:15]2[C:16]2[CH:17]=[N:18][CH:19]=[CH:20][CH:21]=2)[CH:7]=[CH:6][C:3]=1[C:4]#[N:5]. (3) Given the reactants [Cl:1][C:2]1[N:11]=[C:10]([NH:12][C:13]2[CH:18]=[CH:17][C:16]([O:19][CH3:20])=[CH:15][CH:14]=2)[C:9]2[C:4](=[CH:5][CH:6]=[CH:7][CH:8]=2)[N:3]=1.[CH2:21](I)[CH3:22], predict the reaction product. The product is: [Cl:1][C:2]1[N:11]=[C:10]([N:12]([CH2:21][CH3:22])[C:13]2[CH:18]=[CH:17][C:16]([O:19][CH3:20])=[CH:15][CH:14]=2)[C:9]2[C:4](=[CH:5][CH:6]=[CH:7][CH:8]=2)[N:3]=1. (4) Given the reactants [Br:1]N1C(=O)CCC1=O.[CH3:9][O:10][C:11]1[CH:26]=[CH:25][C:14]([CH2:15][N:16]2[CH2:22][CH2:21][CH2:20][C:19](=[O:23])[CH2:18][C:17]2=[O:24])=[CH:13][CH:12]=1.OS([O-])(=O)=O.[Na+].O, predict the reaction product. The product is: [Br:1][CH:18]1[C:19](=[O:23])[CH2:20][CH2:21][CH2:22][N:16]([CH2:15][C:14]2[CH:13]=[CH:12][C:11]([O:10][CH3:9])=[CH:26][CH:25]=2)[C:17]1=[O:24]. (5) The product is: [C:9](=[O:10])([O:7][CH:1]1[CH2:6][CH2:5][CH2:4][CH2:3][CH2:2]1)[O:11][CH:12]([Cl:14])[CH3:13]. Given the reactants [CH:1]1([OH:7])[CH2:6][CH2:5][CH2:4][CH2:3][CH2:2]1.Cl[C:9]([O:11][CH:12]([Cl:14])[CH3:13])=[O:10].[Cl-].[Na+], predict the reaction product. (6) The product is: [CH3:24][O:23][N:20]1[CH2:21][CH2:22][C:17]([S:32][CH2:31][C:30]2[CH:43]=[CH:44][C:27]([O:26][CH3:25])=[CH:28][CH:29]=2)([C:15]([OH:14])=[O:16])[CH2:18][CH2:19]1. Given the reactants C(NC(C)C)(C)C.C([Li])CCC.C[O:14][C:15]([CH:17]1[CH2:22][CH2:21][N:20]([O:23][CH3:24])[CH2:19][CH2:18]1)=[O:16].[CH3:25][O:26][C:27]1[CH:44]=[CH:43][C:30]([CH2:31][S:32][S:32][CH2:31][C:30]2[CH:43]=[CH:44][C:27]([O:26][CH3:25])=[CH:28][CH:29]=2)=[CH:29][CH:28]=1, predict the reaction product.